From a dataset of Full USPTO retrosynthesis dataset with 1.9M reactions from patents (1976-2016). Predict the reactants needed to synthesize the given product. (1) Given the product [C:26]([C:35]1[CH:30]=[CH:31][CH:32]=[CH:33][CH:34]=1)(=[O:36])[CH3:27].[NH2:3][CH:4]1[C:5]2[C:6](=[CH:9][CH:17]=[CH:18][CH:11]=2)[CH2:7][CH2:2][CH2:1]1, predict the reactants needed to synthesize it. The reactants are: [CH3:1][C:2]1[C:7](O)=[C:6]([CH:9]=O)[C:5]([CH2:11]OP(O)(O)=O)=[CH:4][N:3]=1.[CH3:17][C@@H:18](N)C1C=CC=CC=1.[C:26]1(=[O:36])[C:35]2[C:30](=[CH:31][CH:32]=[CH:33][CH:34]=2)CC[CH2:27]1. (2) Given the product [C:1]([O:5][C:6]([CH:24]([NH2:21])[C@H:25]1[CH2:36][CH2:35][C@H:34]([C:38]([NH2:32])=[O:37])[CH2:31][CH2:30]1)=[O:7])([CH3:4])([CH3:3])[CH3:2], predict the reactants needed to synthesize it. The reactants are: [C:1]([O:5][C:6](NC[C@H]1CC[C@H](C(O)=O)CC1)=[O:7])([CH3:4])([CH3:3])[CH3:2].C([N:21]([CH2:24][CH3:25])CC)C.ClC(O[CH2:30][CH3:31])=O.[NH4+:32].[OH-].[CH2:34]1[CH2:38][O:37][CH2:36][CH2:35]1. (3) The reactants are: [CH2:1]([NH:3][C:4]([NH:6][C:7]1[NH:11][C:10]2[C:12]([CH:27]3[CH2:31][CH2:30][CH2:29][O:28]3)=[C:13]([F:26])[C:14]([C:16]3[CH:17]=[N:18][C:19]([C:22]([OH:25])([CH3:24])[CH3:23])=[N:20][CH:21]=3)=[CH:15][C:9]=2[N:8]=1)=[O:5])[CH3:2]. Given the product [CH2:1]([NH:3][C:4]([NH:6][C:7]1[NH:11][C:10]2[C:12]([C@H:27]3[CH2:31][CH2:30][CH2:29][O:28]3)=[C:13]([F:26])[C:14]([C:16]3[CH:17]=[N:18][C:19]([C:22]([OH:25])([CH3:24])[CH3:23])=[N:20][CH:21]=3)=[CH:15][C:9]=2[N:8]=1)=[O:5])[CH3:2], predict the reactants needed to synthesize it. (4) Given the product [CH3:1][C:2]1[CH:7]=[C:6]([CH3:8])[NH:5][C:4](=[O:9])[C:3]=1[CH2:10][NH:11][C:17](=[O:18])[O:16][C:13]([CH3:15])([CH3:14])[CH3:12], predict the reactants needed to synthesize it. The reactants are: [CH3:1][C:2]1[CH:7]=[C:6]([CH3:8])[NH:5][C:4](=[O:9])[C:3]=1[C:10]#[N:11].[CH3:12][C:13]([O:16][C:17](O[C:17]([O:16][C:13]([CH3:15])([CH3:14])[CH3:12])=[O:18])=[O:18])([CH3:15])[CH3:14].CCN(CC)CC.O. (5) Given the product [CH3:13][N:14]1[CH2:19][CH2:18][N:17]([C:21]2[S:22][CH:25]=[C:26]([C:28]3[CH:36]=[CH:35][C:31]([C:32]([OH:34])=[O:33])=[CH:30][CH:29]=3)[N:20]=2)[CH2:16][CH2:15]1, predict the reactants needed to synthesize it. The reactants are: C(N1C=CN=C1)(N1C=CN=C1)=S.[CH3:13][N:14]1[CH2:19][CH2:18][NH:17][CH2:16][CH2:15]1.[NH2:20][C:21](N)=[S:22].Br[CH2:25][C:26]([C:28]1[CH:36]=[CH:35][C:31]([C:32]([OH:34])=[O:33])=[CH:30][CH:29]=1)=O. (6) The reactants are: [Cl:1][C:2]1[C:11]2[C:6](=[CH:7][CH:8]=[CH:9][CH:10]=2)[CH:5]=[CH:4][C:3]=1[S:12]([CH2:15][CH2:16][NH:17][CH2:18][C:19]1O[CH:21]=[CH:22][CH:23]=1)(=[O:14])=[O:13].ClC1C2C(=CC=CC=2)C=CC=1SC[CH2:37][NH:38]CC1C=CC=CN=1. Given the product [Cl:1][C:2]1[C:11]2[C:6](=[CH:7][CH:8]=[CH:9][CH:10]=2)[CH:5]=[CH:4][C:3]=1[S:12]([CH2:15][CH2:16][NH:17][CH2:18][C:19]1[CH:23]=[CH:22][CH:21]=[CH:37][N:38]=1)(=[O:14])=[O:13], predict the reactants needed to synthesize it. (7) Given the product [CH2:18]([O:17][C:15]([CH:14]1[C:4](=[O:3])[C:6]2[C:10](=[C:9]([C:27]3[CH:28]=[CH:29][C:30]([Cl:33])=[CH:31][CH:32]=3)[N:8]([C:34]3[CH:39]=[CH:38][CH:37]=[CH:36][C:35]=3[Cl:40])[N:7]=2)[CH2:11][N:12]([C:20]([O:22][C:23]([CH3:26])([CH3:25])[CH3:24])=[O:21])[CH2:13]1)=[O:16])[CH3:19], predict the reactants needed to synthesize it. The reactants are: C([O:3][C:4]([C:6]1[C:10]([CH2:11][N:12]([C:20]([O:22][C:23]([CH3:26])([CH3:25])[CH3:24])=[O:21])[CH2:13][CH2:14][C:15]([O:17][CH2:18][CH3:19])=[O:16])=[C:9]([C:27]2[CH:32]=[CH:31][C:30]([Cl:33])=[CH:29][CH:28]=2)[N:8]([C:34]2[CH:39]=[CH:38][CH:37]=[CH:36][C:35]=2[Cl:40])[N:7]=1)=O)C.CC(C)([O-])C.[K+].C1COCC1. (8) Given the product [CH3:36][C:35]([O:38][C:39](=[O:41])[CH3:40])([CH3:37])[C:33]([N:1]1[CH2:2][CH:3]([CH2:5][C:6]2[N:7]([CH3:31])[C:8]3[C:13]([N:14]=2)=[C:12]([N:15]2[CH2:20][CH2:19][O:18][CH2:17][CH2:16]2)[N:11]=[C:10]([N:21]2[C:25]4[CH:26]=[CH:27][CH:28]=[CH:29][C:24]=4[N:23]=[C:22]2[CH3:30])[N:9]=3)[CH2:4]1)=[O:34], predict the reactants needed to synthesize it. The reactants are: [NH:1]1[CH2:4][CH:3]([CH2:5][C:6]2[N:7]([CH3:31])[C:8]3[C:13]([N:14]=2)=[C:12]([N:15]2[CH2:20][CH2:19][O:18][CH2:17][CH2:16]2)[N:11]=[C:10]([N:21]2[C:25]4[CH:26]=[CH:27][CH:28]=[CH:29][C:24]=4[N:23]=[C:22]2[CH3:30])[N:9]=3)[CH2:2]1.Cl[C:33]([C:35]([O:38][C:39](=[O:41])[CH3:40])([CH3:37])[CH3:36])=[O:34].CCN(CC)CC. (9) Given the product [O:27]1[C:31]2[CH:32]=[CH:33][CH:34]=[CH:35][C:30]=2[C:29]([NH:36][C:37]([N:39]2[CH2:44][CH2:43][N:42]([C:17]3[S:16][N:15]=[C:14]([N:11]4[CH2:12][CH2:13][N:8]([CH2:1][C:2]5[CH:7]=[CH:6][CH:5]=[CH:4][CH:3]=5)[CH2:9][CH2:10]4)[N:18]=3)[CH2:41][CH2:40]2)=[O:38])=[N:28]1, predict the reactants needed to synthesize it. The reactants are: [CH2:1]([N:8]1[CH2:13][CH2:12][N:11]([C:14]2[N:18]=[C:17](Cl)[S:16][N:15]=2)[CH2:10][CH2:9]1)[C:2]1[CH:7]=[CH:6][CH:5]=[CH:4][CH:3]=1.FC(F)(F)C(O)=O.[O:27]1[C:31]2[CH:32]=[CH:33][CH:34]=[CH:35][C:30]=2[C:29]([NH:36][C:37]([N:39]2[CH2:44][CH2:43][NH:42][CH2:41][CH2:40]2)=[O:38])=[N:28]1.C(N(CC)CC)C.O. (10) Given the product [C:23]1([C:26]2[CH:27]=[CH:28][CH:29]=[CH:30][CH:31]=2)[CH:22]=[CH:21][C:20]([CH2:19][N:14]2[CH:13]=[C:12]3[N:17]=[C:9]([C:3]4[CH:4]=[CH:5][CH:6]=[C:7]([F:8])[C:2]=4[F:1])[N:10]=[C:11]3[CH:16]=[N:15]2)=[CH:25][CH:24]=1, predict the reactants needed to synthesize it. The reactants are: [F:1][C:2]1[C:7]([F:8])=[CH:6][CH:5]=[CH:4][C:3]=1[C:9]1[N:17]=[C:12]2[CH:13]=[N:14][NH:15][CH:16]=[C:11]2[N:10]=1.Cl[CH2:19][C:20]1[CH:25]=[CH:24][C:23]([C:26]2[CH:31]=[CH:30][CH:29]=[CH:28][CH:27]=2)=[CH:22][CH:21]=1.